Dataset: NCI-60 drug combinations with 297,098 pairs across 59 cell lines. Task: Regression. Given two drug SMILES strings and cell line genomic features, predict the synergy score measuring deviation from expected non-interaction effect. (1) Drug 1: COC1=NC(=NC2=C1N=CN2C3C(C(C(O3)CO)O)O)N. Drug 2: C1=NNC2=C1C(=O)NC=N2. Cell line: IGROV1. Synergy scores: CSS=1.99, Synergy_ZIP=-2.21, Synergy_Bliss=-2.09, Synergy_Loewe=-1.70, Synergy_HSA=-1.46. (2) Drug 1: CS(=O)(=O)C1=CC(=C(C=C1)C(=O)NC2=CC(=C(C=C2)Cl)C3=CC=CC=N3)Cl. Drug 2: C1=CC=C(C(=C1)C(C2=CC=C(C=C2)Cl)C(Cl)Cl)Cl. Cell line: SK-MEL-28. Synergy scores: CSS=3.40, Synergy_ZIP=5.07, Synergy_Bliss=10.3, Synergy_Loewe=3.68, Synergy_HSA=3.48. (3) Drug 1: C1=NC2=C(N1)C(=S)N=C(N2)N. Drug 2: CC(C1=C(C=CC(=C1Cl)F)Cl)OC2=C(N=CC(=C2)C3=CN(N=C3)C4CCNCC4)N. Cell line: TK-10. Synergy scores: CSS=25.1, Synergy_ZIP=-9.27, Synergy_Bliss=-1.09, Synergy_Loewe=-3.21, Synergy_HSA=-1.06. (4) Drug 1: CN(C(=O)NC(C=O)C(C(C(CO)O)O)O)N=O. Drug 2: COC1=C2C(=CC3=C1OC=C3)C=CC(=O)O2. Cell line: OVCAR3. Synergy scores: CSS=-3.36, Synergy_ZIP=6.65, Synergy_Bliss=6.28, Synergy_Loewe=2.08, Synergy_HSA=-0.106. (5) Drug 1: CCC1(CC2CC(C3=C(CCN(C2)C1)C4=CC=CC=C4N3)(C5=C(C=C6C(=C5)C78CCN9C7C(C=CC9)(C(C(C8N6C=O)(C(=O)OC)O)OC(=O)C)CC)OC)C(=O)OC)O.OS(=O)(=O)O. Drug 2: C#CCC(CC1=CN=C2C(=N1)C(=NC(=N2)N)N)C3=CC=C(C=C3)C(=O)NC(CCC(=O)O)C(=O)O. Cell line: UO-31. Synergy scores: CSS=46.7, Synergy_ZIP=5.03, Synergy_Bliss=-0.189, Synergy_Loewe=-26.2, Synergy_HSA=-1.54. (6) Drug 1: CC1=CC=C(C=C1)C2=CC(=NN2C3=CC=C(C=C3)S(=O)(=O)N)C(F)(F)F. Drug 2: C#CCC(CC1=CN=C2C(=N1)C(=NC(=N2)N)N)C3=CC=C(C=C3)C(=O)NC(CCC(=O)O)C(=O)O. Cell line: OVCAR-5. Synergy scores: CSS=38.6, Synergy_ZIP=2.41, Synergy_Bliss=-0.798, Synergy_Loewe=-29.2, Synergy_HSA=-0.819. (7) Drug 1: CC1CCC2CC(C(=CC=CC=CC(CC(C(=O)C(C(C(=CC(C(=O)CC(OC(=O)C3CCCCN3C(=O)C(=O)C1(O2)O)C(C)CC4CCC(C(C4)OC)O)C)C)O)OC)C)C)C)OC. Drug 2: CC1C(C(CC(O1)OC2CC(CC3=C2C(=C4C(=C3O)C(=O)C5=C(C4=O)C(=CC=C5)OC)O)(C(=O)CO)O)N)O.Cl. Cell line: SN12C. Synergy scores: CSS=42.7, Synergy_ZIP=2.66, Synergy_Bliss=3.75, Synergy_Loewe=4.69, Synergy_HSA=4.96. (8) Drug 1: C(=O)(N)NO. Drug 2: CC12CCC3C(C1CCC2OP(=O)(O)O)CCC4=C3C=CC(=C4)OC(=O)N(CCCl)CCCl.[Na+]. Cell line: HT29. Synergy scores: CSS=11.1, Synergy_ZIP=-1.23, Synergy_Bliss=-0.631, Synergy_Loewe=-5.79, Synergy_HSA=-0.357. (9) Drug 1: C1=NC(=NC(=O)N1C2C(C(C(O2)CO)O)O)N. Drug 2: C1=CC=C(C=C1)NC(=O)CCCCCCC(=O)NO. Cell line: NCIH23. Synergy scores: CSS=8.96, Synergy_ZIP=-2.98, Synergy_Bliss=0.737, Synergy_Loewe=-3.07, Synergy_HSA=-0.234.